From a dataset of Full USPTO retrosynthesis dataset with 1.9M reactions from patents (1976-2016). Predict the reactants needed to synthesize the given product. (1) Given the product [CH3:14][C:13]1([CH3:15])[N:9]([CH2:8][C:6]2[CH:5]=[CH:4][N:3]=[C:2]([NH:32][C:29](=[O:31])[CH3:30])[CH:7]=2)[C:10](=[O:28])[N:11]([C:17]2[CH:22]=[CH:21][C:20]([S:23][C:24]([F:27])([F:26])[F:25])=[CH:19][CH:18]=2)[C:12]1=[O:16], predict the reactants needed to synthesize it. The reactants are: Cl[C:2]1[CH:7]=[C:6]([CH2:8][N:9]2[C:13]([CH3:15])([CH3:14])[C:12](=[O:16])[N:11]([C:17]3[CH:22]=[CH:21][C:20]([S:23][C:24]([F:27])([F:26])[F:25])=[CH:19][CH:18]=3)[C:10]2=[O:28])[CH:5]=[CH:4][N:3]=1.[C:29]([NH2:32])(=[O:31])[CH3:30].CC1(C)C2C=CC=C(P(C3C=CC=CC=3)C3C=CC=CC=3)C=2OC2C1=CC=CC=2P(C1C=CC=CC=1)C1C=CC=CC=1.C(=O)([O-])[O-].[Cs+].[Cs+]. (2) Given the product [NH2:1][C:2]1[C:7]([C:8]2[CH:17]=[CH:16][C:11]([C:12]([OH:14])=[O:13])=[C:10]([F:18])[CH:9]=2)=[CH:6][C:5]([C:24]2[CH:23]=[N:22][N:21]([CH3:20])[C:25]=2[CH3:26])=[CH:4][N:3]=1, predict the reactants needed to synthesize it. The reactants are: [NH2:1][C:2]1[C:7]([C:8]2[CH:17]=[CH:16][C:11]([C:12]([O:14]C)=[O:13])=[C:10]([F:18])[CH:9]=2)=[CH:6][C:5](Br)=[CH:4][N:3]=1.[CH3:20][N:21]1[C:25]([CH3:26])=[C:24](B2OC(C)(C)C(C)(C)O2)[CH:23]=[N:22]1.